Regression. Given a peptide amino acid sequence and an MHC pseudo amino acid sequence, predict their binding affinity value. This is MHC class II binding data. From a dataset of Peptide-MHC class II binding affinity with 134,281 pairs from IEDB. (1) The MHC is DRB3_0202 with pseudo-sequence DRB3_0202. The binding affinity (normalized) is 0.188. The peptide sequence is AIKFDFSTGLIIQGL. (2) The peptide sequence is GPIVHDAIHRSAARS. The MHC is DRB1_0901 with pseudo-sequence DRB1_0901. The binding affinity (normalized) is 0.508. (3) The peptide sequence is LFAAFPSFAGLRPTF. The MHC is DRB4_0101 with pseudo-sequence DRB4_0103. The binding affinity (normalized) is 0.0680. (4) The peptide sequence is PNITATYGDKWLDAK. The MHC is HLA-DPA10201-DPB11401 with pseudo-sequence HLA-DPA10201-DPB11401. The binding affinity (normalized) is 0.0847. (5) The peptide sequence is PTPKIIEECEHLEDG. The MHC is HLA-DQA10303-DQB10402 with pseudo-sequence HLA-DQA10303-DQB10402. The binding affinity (normalized) is 0. (6) The MHC is DRB1_1302 with pseudo-sequence DRB1_1302. The peptide sequence is TEKGMKNVFDDVVPE. The binding affinity (normalized) is 0.0533. (7) The peptide sequence is SDANTEYERLLSMLN. The MHC is DRB1_1101 with pseudo-sequence DRB1_1101. The binding affinity (normalized) is 0.528. (8) The peptide sequence is NNRIWLQFAKLTGFT. The MHC is DRB1_0401 with pseudo-sequence DRB1_0401. The binding affinity (normalized) is 0.165. (9) The peptide sequence is GVDYTITVYAVTYYK. The MHC is DRB1_1602 with pseudo-sequence DRB1_1602. The binding affinity (normalized) is 0.301. (10) The peptide sequence is AALPAVGAAAGAPAA. The MHC is DRB1_0802 with pseudo-sequence DRB1_0802. The binding affinity (normalized) is 0.317.